From a dataset of NCI-60 drug combinations with 297,098 pairs across 59 cell lines. Regression. Given two drug SMILES strings and cell line genomic features, predict the synergy score measuring deviation from expected non-interaction effect. Drug 1: CCN(CC)CCNC(=O)C1=C(NC(=C1C)C=C2C3=C(C=CC(=C3)F)NC2=O)C. Drug 2: CN1C=C(C=N1)C2=C3N=C(C(=C(N3N=C2)N)Br)C4CCCNC4. Cell line: T-47D. Synergy scores: CSS=29.1, Synergy_ZIP=19.8, Synergy_Bliss=23.3, Synergy_Loewe=16.6, Synergy_HSA=17.0.